This data is from Full USPTO retrosynthesis dataset with 1.9M reactions from patents (1976-2016). The task is: Predict the reactants needed to synthesize the given product. (1) The reactants are: C[C:2]1[C:7]([Cl:8])=[CH:6][C:5]([OH:9])=[C:4]([NH2:10])[C:3]=1[Br:11].[CH2:12](C(CC)(CC)C([O-])([O-])[O-])[CH3:13].C1(C)C=CC(S(O)(=O)=O)=CC=1. Given the product [Br:11][C:3]1[C:4]2[N:10]=[C:12]([CH3:13])[O:9][C:5]=2[CH:6]=[C:7]([Cl:8])[CH:2]=1, predict the reactants needed to synthesize it. (2) Given the product [C:26]([NH:30][C:17](=[O:19])[CH2:16][S:15][C:4]1[N:3]([C:20]2[CH:25]=[CH:24][CH:23]=[CH:22][CH:21]=2)[C:2](=[O:1])[C:7]2[NH:8][C:9]3[CH:10]=[CH:11][CH:12]=[CH:13][C:14]=3[C:6]=2[N:5]=1)([CH3:29])([CH3:28])[CH3:27], predict the reactants needed to synthesize it. The reactants are: [O:1]=[C:2]1[C:7]2[NH:8][C:9]3[CH:10]=[CH:11][CH:12]=[CH:13][C:14]=3[C:6]=2[N:5]=[C:4]([S:15][CH2:16][C:17]([OH:19])=O)[N:3]1[C:20]1[CH:25]=[CH:24][CH:23]=[CH:22][CH:21]=1.[C:26]([NH2:30])([CH3:29])([CH3:28])[CH3:27].C(N(CC)CC)C.CN(C(ON1N=NC2C=CC=NC1=2)=[N+](C)C)C.F[P-](F)(F)(F)(F)F. (3) Given the product [Cl:23][C:18]1[CH:17]=[C:16]([CH:21]=[C:20]([Cl:22])[CH:19]=1)[CH2:15][NH:14][C:12]([C:10]1[C:9]([OH:24])=[C:8]2[C:3]([CH:4]=[CH:5][CH:6]=[N:7]2)=[C:2]([N:29]2[CH2:30][CH2:31][N:26]([CH3:25])[CH2:27][CH2:28]2)[N:11]=1)=[O:13], predict the reactants needed to synthesize it. The reactants are: Br[C:2]1[N:11]=[C:10]([C:12]([NH:14][CH2:15][C:16]2[CH:21]=[C:20]([Cl:22])[CH:19]=[C:18]([Cl:23])[CH:17]=2)=[O:13])[C:9]([OH:24])=[C:8]2[C:3]=1[CH:4]=[CH:5][CH:6]=[N:7]2.[CH3:25][N:26]1[CH2:31][CH2:30][NH:29][CH2:28][CH2:27]1.